From a dataset of Reaction yield outcomes from USPTO patents with 853,638 reactions. Predict the reaction yield, written as a fraction of the theoretical maximum amount of product (1.0 means a 100% yield; for example, 0.34 means a 34% yield). (1) The reactants are [CH3:1][O:2][CH:3]([O:7][CH3:8])[CH2:4][NH:5][CH3:6].C(=O)(O)[O-].[Na+].[C:14]1([CH2:20][C:21](Cl)=[O:22])[CH:19]=[CH:18][CH:17]=[CH:16][CH:15]=1. The catalyst is CC(OC)(C)C.O. The product is [CH3:6][N:5]([CH2:4][CH:3]([O:7][CH3:8])[O:2][CH3:1])[C:21](=[O:22])[CH2:20][C:14]1[CH:19]=[CH:18][CH:17]=[CH:16][CH:15]=1. The yield is 0.980. (2) The reactants are [C:1]([O:5][P:6]([O:13][CH2:14][CH2:15][N:16]([CH2:27][CH3:28])C(=O)OCC1C=CC=CC=1)([O:8][C:9]([CH3:12])([CH3:11])[CH3:10])=[O:7])([CH3:4])([CH3:3])[CH3:2]. The catalyst is CO.[Pd]. The product is [P:6]([O:13][CH2:14][CH2:15][NH:16][CH2:27][CH3:28])([O:5][C:1]([CH3:2])([CH3:3])[CH3:4])([O:8][C:9]([CH3:10])([CH3:11])[CH3:12])=[O:7]. The yield is 0.940. (3) The reactants are [H-].[Al+3].[Li+].[H-].[H-].[H-].[CH2:7]([N:14]1[C@@H:18]([CH3:19])[C@H:17]([O:20][CH2:21][C:22]2[CH:27]=[CH:26][CH:25]=[CH:24][CH:23]=2)[CH2:16][C:15]1=O)[C:8]1[CH:13]=[CH:12][CH:11]=[CH:10][CH:9]=1.O. The catalyst is C1COCC1. The product is [CH2:7]([N:14]1[CH2:15][CH2:16][C@@H:17]([O:20][CH2:21][C:22]2[CH:27]=[CH:26][CH:25]=[CH:24][CH:23]=2)[C@@H:18]1[CH3:19])[C:8]1[CH:9]=[CH:10][CH:11]=[CH:12][CH:13]=1. The yield is 0.500. (4) The reactants are [F:1][C:2]1[CH:3]=[CH:4][C:5]([O:12][C:13]2[CH:18]=[CH:17][CH:16]=[CH:15][C:14]=2[N+:19]([O-])=O)=[C:6]([CH:11]=1)[C:7]([O:9][CH3:10])=[O:8]. The catalyst is C(O)C.C(O)(=O)C.C1COCC1.[Pd]. The product is [NH2:19][C:14]1[CH:15]=[CH:16][CH:17]=[CH:18][C:13]=1[O:12][C:5]1[CH:4]=[CH:3][C:2]([F:1])=[CH:11][C:6]=1[C:7]([O:9][CH3:10])=[O:8]. The yield is 0.950. (5) The product is [OH:4][C:5]1[CH:10]=[CH:9][CH:8]=[CH:7][C:6]=1[C:11]([NH:12][C:13]1[S:14][CH:15]=[CH:16][N:17]=1)=[O:18]. The reactants are C([O:4][C:5]1[CH:10]=[CH:9][CH:8]=[CH:7][C:6]=1[C:11](=[O:18])[NH:12][C:13]1[S:14][CH:15]=[CH:16][N:17]=1)(=O)C.Cl. The yield is 0.860. No catalyst specified. (6) The reactants are [Cl:1][C:2]1[C:10]([F:11])=[C:9]2[C:5]([CH:6]=[CH:7][NH:8]2)=[CH:4][CH:3]=1.Br[C:13]1[CH:14]=[N:15][N:16]([CH2:18][CH3:19])[CH:17]=1.P([O-])([O-])([O-])=O.[K+].[K+].[K+].CNCCNC. The catalyst is C1(C)C=CC=CC=1.CCCCCC. The product is [Cl:1][C:2]1[C:10]([F:11])=[C:9]2[C:5]([CH:6]=[CH:7][N:8]2[C:13]2[CH:14]=[N:15][N:16]([CH2:18][CH3:19])[CH:17]=2)=[CH:4][CH:3]=1. The yield is 0.360. (7) The reactants are [CH2:1]([N:8]1[CH2:14][C@H:13]([NH:15]C(=O)OCC2C=CC=CC=2)[C:12](=[O:26])[N:11]([CH2:27][C:28]2[CH:33]=[CH:32][CH:31]=[CH:30][CH:29]=2)[CH2:10][CH2:9]1)[C:2]1[CH:7]=[CH:6][CH:5]=[CH:4][CH:3]=1.Br. The catalyst is C(#N)C. The product is [NH2:15][C@H:13]1[CH2:14][N:8]([CH2:1][C:2]2[CH:7]=[CH:6][CH:5]=[CH:4][CH:3]=2)[CH2:9][CH2:10][N:11]([CH2:27][C:28]2[CH:33]=[CH:32][CH:31]=[CH:30][CH:29]=2)[C:12]1=[O:26]. The yield is 1.00. (8) The reactants are [CH3:1][O:2][C:3]1[CH:4]=[C:5]([C:11]#[C:12][C:13]2[CH:14]=[N:15][C:16]([NH:19][C:20]3[C:25]([N+:26]([O-])=O)=[CH:24][CH:23]=[CH:22][C:21]=3[CH3:29])=[N:17][CH:18]=2)[CH:6]=[C:7]([O:9][CH3:10])[CH:8]=1.[Cl-].[NH4+]. The catalyst is C(O)C.O.[Fe]. The product is [CH3:1][O:2][C:3]1[CH:4]=[C:5]([C:11]#[C:12][C:13]2[CH:14]=[N:15][C:16]([NH:19][C:20]3[C:25]([NH2:26])=[CH:24][CH:23]=[CH:22][C:21]=3[CH3:29])=[N:17][CH:18]=2)[CH:6]=[C:7]([O:9][CH3:10])[CH:8]=1. The yield is 0.440.